Dataset: Catalyst prediction with 721,799 reactions and 888 catalyst types from USPTO. Task: Predict which catalyst facilitates the given reaction. (1) Reactant: [O:1]1[CH:5]=[CH:4][CH:3]=[C:2]1[C:6]([O:8]C)=O.[CH2:10]([Mg]Br)[CH3:11].C(=O)(O)[O-].[Na+].[CH2:19](OCC)[CH3:20]. Product: [O:1]1[CH:5]=[CH:4][CH:3]=[C:2]1[C:6]([OH:8])([CH2:10][CH3:11])[CH2:19][CH3:20]. The catalyst class is: 20. (2) Reactant: [C:1]([O:5][C:6](=[O:15])[C@H:7]([NH2:14])[C:8]1[CH:13]=[CH:12][CH:11]=[CH:10][CH:9]=1)([CH3:4])([CH3:3])[CH3:2].CCN(C(C)C)C(C)C.[CH3:25][N:26]([CH3:30])[C:27](Cl)=[O:28]. Product: [CH3:25][N:26]([CH3:30])[C:27](=[O:28])[NH:14][C@H:7]([C:8]1[CH:13]=[CH:12][CH:11]=[CH:10][CH:9]=1)[C:6]([O:5][C:1]([CH3:4])([CH3:2])[CH3:3])=[O:15]. The catalyst class is: 3. (3) Reactant: [N+:1]([C:4]1[CH:9]=[CH:8][C:7]([C:10]([N:12]=[C:13]=[S:14])=[O:11])=[CH:6][CH:5]=1)([O-:3])=[O:2].[CH3:15][O:16][C:17]1[CH:18]=[C:19]2[C:24](=[CH:25][C:26]=1[O:27][CH3:28])[N:23]=[CH:22][CH:21]=[C:20]2[O:29][C:30]1[CH:36]=[CH:35][C:33]([NH2:34])=[C:32]([CH3:37])[C:31]=1[CH3:38].C1(C)C=CC=CC=1. Product: [CH3:15][O:16][C:17]1[CH:18]=[C:19]2[C:24](=[CH:25][C:26]=1[O:27][CH3:28])[N:23]=[CH:22][CH:21]=[C:20]2[O:29][C:30]1[CH:36]=[CH:35][C:33]([NH:34][C:13]([NH:12][C:10](=[O:11])[C:7]2[CH:6]=[CH:5][C:4]([N+:1]([O-:3])=[O:2])=[CH:9][CH:8]=2)=[S:14])=[C:32]([CH3:37])[C:31]=1[CH3:38]. The catalyst class is: 8. (4) Reactant: Cl[C:2]([O:4][CH2:5][C:6]1[CH:11]=[CH:10][CH:9]=[CH:8][CH:7]=1)=[O:3].[NH2:12][C:13]1[CH:14]=[C:15]([CH:20]2[CH2:25][CH2:24][N:23]([C:26]([O:28][C:29]([CH3:32])([CH3:31])[CH3:30])=[O:27])[CH2:22][CH2:21]2)[C:16]([CH3:19])=[CH:17][CH:18]=1.C([O-])([O-])=O.[K+].[K+].C(Cl)Cl. Product: [CH3:19][C:16]1[CH:17]=[CH:18][C:13]([NH:12][C:2]([O:4][CH2:5][C:6]2[CH:11]=[CH:10][CH:9]=[CH:8][CH:7]=2)=[O:3])=[CH:14][C:15]=1[CH:20]1[CH2:21][CH2:22][N:23]([C:26]([O:28][C:29]([CH3:32])([CH3:31])[CH3:30])=[O:27])[CH2:24][CH2:25]1. The catalyst class is: 7.